This data is from Forward reaction prediction with 1.9M reactions from USPTO patents (1976-2016). The task is: Predict the product of the given reaction. (1) The product is: [Cl:9][C:4]1[CH:5]=[C:6]([Cl:8])[N:7]=[C:2]([N:17]2[CH2:18][CH2:19][CH2:20][CH:16]2[CH3:15])[N:3]=1. Given the reactants Cl[C:2]1[N:7]=[C:6]([Cl:8])[CH:5]=[C:4]([Cl:9])[N:3]=1.C([O-])(O)=O.[Na+].[CH3:15][CH:16]1[CH2:20][CH2:19][CH2:18][NH:17]1, predict the reaction product. (2) Given the reactants [O:1]1[CH2:6][CH2:5][CH:4]([NH:7][NH:8][C:9]([O:11][C:12]([CH3:15])([CH3:14])[CH3:13])=[O:10])[CH2:3][CH2:2]1.[Br:16][C:17]1[C:18](Cl)=[N:19][C:20]([Cl:23])=[N:21][CH:22]=1.CCN(C(C)C)C(C)C, predict the reaction product. The product is: [Br:16][C:17]1[C:18]([N:7]([CH:4]2[CH2:3][CH2:2][O:1][CH2:6][CH2:5]2)[NH:8][C:9]([O:11][C:12]([CH3:15])([CH3:14])[CH3:13])=[O:10])=[N:19][C:20]([Cl:23])=[N:21][CH:22]=1. (3) Given the reactants [CH2:1]([O:3][C:4]1[CH:5]=[C:6]([CH:11]=[C:12]([O:15][CH3:16])[C:13]=1Br)[C:7]([O:9][CH3:10])=[O:8])[CH3:2].[CH3:17][N:18]1[CH:22]=[C:21](B2OC(C)(C)C(C)(C)O2)[CH:20]=[N:19]1.P([O-])([O-])([O-])=O.[K+].[K+].[K+].O, predict the reaction product. The product is: [CH2:1]([O:3][C:4]1[CH:5]=[C:6]([CH:11]=[C:12]([O:15][CH3:16])[C:13]=1[C:21]1[CH:20]=[N:19][N:18]([CH3:17])[CH:22]=1)[C:7]([O:9][CH3:10])=[O:8])[CH3:2]. (4) Given the reactants [I:1]I.[OH-].[K+].[Cl:5][C:6]1[CH:7]=[C:8]([CH:13]([NH:15][C:16]2[O:17][C:18]([C:21]3[CH:22]=[C:23]4[C:27](=[CH:28][CH:29]=3)[NH:26][N:25]=[CH:24]4)=[N:19][N:20]=2)[CH3:14])[CH:9]=[CH:10][C:11]=1[F:12].S([O-])([O-])(=O)=S.[Na+].[Na+], predict the reaction product. The product is: [Cl:5][C:6]1[CH:7]=[C:8]([CH:13]([NH:15][C:16]2[O:17][C:18]([C:21]3[CH:22]=[C:23]4[C:27](=[CH:28][CH:29]=3)[NH:26][N:25]=[C:24]4[I:1])=[N:19][N:20]=2)[CH3:14])[CH:9]=[CH:10][C:11]=1[F:12]. (5) Given the reactants OC(C(F)(F)F)=O.[N:8]1([CH2:14][C:15]2[N:16]=[N:17][C:18]3[C:19](=[C:21]([NH2:26])[N:22]=[C:23]([NH2:25])[N:24]=3)[N:20]=2)[CH2:13][CH2:12][NH:11][CH2:10][CH2:9]1.[F:27][C:28]([F:38])([F:37])[C:29]1[CH:30]=[C:31]([CH:34]=[CH:35][CH:36]=1)[CH2:32]Br.C(=O)([O-])[O-].[K+].[K+].CC#N.O, predict the reaction product. The product is: [F:27][C:28]([F:37])([F:38])[C:29]1[CH:30]=[C:31]([CH:34]=[CH:35][CH:36]=1)[CH2:32][N:11]1[CH2:12][CH2:13][N:8]([CH2:14][C:15]2[N:16]=[N:17][C:18]3[C:19](=[C:21]([NH2:26])[N:22]=[C:23]([NH2:25])[N:24]=3)[N:20]=2)[CH2:9][CH2:10]1. (6) Given the reactants [I:1][C:2]1[CH:12]=[N:11][C:5]2[NH:6][CH2:7][C:8](=[O:10])[NH:9][C:4]=2[CH:3]=1.[F:13][C:14]1[C:15]([C:22]([F:25])([F:24])[F:23])=[C:16]([CH:19]=[CH:20][CH:21]=1)[CH2:17]Br, predict the reaction product. The product is: [F:13][C:14]1[C:15]([C:22]([F:23])([F:24])[F:25])=[C:16]([CH:19]=[CH:20][CH:21]=1)[CH2:17][N:9]1[C:8](=[O:10])[CH2:7][NH:6][C:5]2[N:11]=[CH:12][C:2]([I:1])=[CH:3][C:4]1=2. (7) The product is: [C:21]([O:20][C:18]([N:1]([C:37]([O:36][C:33]([CH3:35])([CH3:34])[CH3:32])=[O:38])[C@@H:2]([C:8]([O:10][CH2:11][C:12]1[CH:13]=[CH:14][CH:15]=[CH:16][CH:17]=1)=[O:9])[CH2:3][CH2:4][C:5]([O:6][CH3:25])=[O:7])=[O:19])([CH3:24])([CH3:23])[CH3:22]. Given the reactants [NH:1]([C:18]([O:20][C:21]([CH3:24])([CH3:23])[CH3:22])=[O:19])[C@@H:2]([C:8]([O:10][CH2:11][C:12]1[CH:17]=[CH:16][CH:15]=[CH:14][CH:13]=1)=[O:9])[CH2:3][CH2:4][C:5](=[O:7])[OH:6].[CH3:25][Si](C=[N+]=[N-])(C)C.[CH3:32][C:33]([O:36][C:37](O[C:37]([O:36][C:33]([CH3:35])([CH3:34])[CH3:32])=[O:38])=[O:38])([CH3:35])[CH3:34], predict the reaction product. (8) Given the reactants [Br:1][C:2]1[CH:3]=[CH:4][C:5]([NH2:11])=[C:6]2[C:10]=1[S:9][N:8]=[N:7]2.C1C(=O)N([I:19])C(=O)C1, predict the reaction product. The product is: [Br:1][C:2]1[CH:3]=[C:4]([I:19])[C:5]([NH2:11])=[C:6]2[C:10]=1[S:9][N:8]=[N:7]2.